Task: Regression. Given a peptide amino acid sequence and an MHC pseudo amino acid sequence, predict their binding affinity value. This is MHC class I binding data.. Dataset: Peptide-MHC class I binding affinity with 185,985 pairs from IEDB/IMGT (1) The peptide sequence is LFCASDAKAY. The MHC is HLA-A01:01 with pseudo-sequence HLA-A01:01. The binding affinity (normalized) is 0.118. (2) The peptide sequence is VMSELFDTL. The MHC is HLA-B44:02 with pseudo-sequence HLA-B44:02. The binding affinity (normalized) is 0.0847. (3) The peptide sequence is RVRAAMKPI. The MHC is HLA-B18:01 with pseudo-sequence HLA-B18:01. The binding affinity (normalized) is 0.0847. (4) The binding affinity (normalized) is 0.0847. The peptide sequence is QTPGVKIAP. The MHC is HLA-B15:01 with pseudo-sequence HLA-B15:01. (5) The peptide sequence is DHQAAFQYI. The MHC is HLA-A30:01 with pseudo-sequence HLA-A30:01. The binding affinity (normalized) is 0.